Regression. Given a peptide amino acid sequence and an MHC pseudo amino acid sequence, predict their binding affinity value. This is MHC class II binding data. From a dataset of Peptide-MHC class II binding affinity with 134,281 pairs from IEDB. The peptide sequence is ALLPRAGAAAAAALP. The MHC is HLA-DQA10301-DQB10302 with pseudo-sequence HLA-DQA10301-DQB10302. The binding affinity (normalized) is 0.373.